From a dataset of Reaction yield outcomes from USPTO patents with 853,638 reactions. Predict the reaction yield, written as a fraction of the theoretical maximum amount of product (1.0 means a 100% yield; for example, 0.34 means a 34% yield). (1) The reactants are C([O:4][CH2:5][C:6]1[O:10][N:9]=[C:8]([CH3:11])[C:7]=1[C:12]1[C:13]([C:18](=[O:26])[C:19]2[CH:24]=[CH:23][C:22]([Cl:25])=[CH:21][CH:20]=2)=[N:14][N:15]([CH3:17])[CH:16]=1)(=O)C.[OH-].[Na+].C(Cl)Cl. The catalyst is C1COCC1. The product is [Cl:25][C:22]1[CH:23]=[CH:24][C:19]([C:18]([C:13]2[C:12]([C:7]3[C:8]([CH3:11])=[N:9][O:10][C:6]=3[CH2:5][OH:4])=[CH:16][N:15]([CH3:17])[N:14]=2)=[O:26])=[CH:20][CH:21]=1. The yield is 0.750. (2) The reactants are Cl[C:2]1[N:7]=[C:6]([O:8][C:9]2[CH:35]=[CH:34][CH:33]=[CH:32][C:10]=2[CH2:11][NH:12][C:13]([NH:15][C:16]2[O:20][C:19]([C:21]([CH3:24])([CH3:23])[CH3:22])=[N:18][C:17]=2[C:25]2[CH:30]=[CH:29][C:28]([CH3:31])=[CH:27][CH:26]=2)=[O:14])[CH:5]=[CH:4][N:3]=1.[NH:36]1[CH2:41][CH2:40][O:39][CH2:38][CH2:37]1. The catalyst is C(O)C. The product is [O:39]1[CH2:40][CH2:41][N:36]([C:2]2[N:7]=[C:6]([O:8][C:9]3[CH:35]=[CH:34][CH:33]=[CH:32][C:10]=3[CH2:11][NH:12][C:13]([NH:15][C:16]3[O:20][C:19]([C:21]([CH3:23])([CH3:22])[CH3:24])=[N:18][C:17]=3[C:25]3[CH:26]=[CH:27][C:28]([CH3:31])=[CH:29][CH:30]=3)=[O:14])[CH:5]=[CH:4][N:3]=2)[CH2:37][CH2:38]1. The yield is 0.720.